This data is from Catalyst prediction with 721,799 reactions and 888 catalyst types from USPTO. The task is: Predict which catalyst facilitates the given reaction. (1) Product: [CH2:1]([N:3]1[CH2:12][CH2:11][C:10]2[C:5](=[CH:6][C:7]([O:15][CH3:16])=[C:8]([O:13][CH3:14])[CH:9]=2)[C:4]21[CH2:21][CH2:20][CH:19]([C:22]([N:26]1[CH2:27][CH2:49][N:48]([C:51]3[CH:42]=[CH:41][CH:2]=[CH:1][N:3]=3)[CH2:47][CH2:25]1)=[O:23])[CH2:18][CH:17]2[CH:25]1[C:34]2[C:29](=[CH:30][C:31]([O:37][CH3:38])=[C:32]([O:35][CH3:36])[CH:33]=2)[CH2:28][CH2:27][N:26]1[CH2:39][CH3:40])[CH3:2]. The catalyst class is: 2. Reactant: [CH2:1]([N:3]1[CH2:12][CH2:11][C:10]2[C:5](=[CH:6][C:7]([O:15][CH3:16])=[C:8]([O:13][CH3:14])[CH:9]=2)[C:4]21[CH2:21][CH2:20][CH:19]([C:22](O)=[O:23])[CH2:18][CH:17]2[CH:25]1[C:34]2[C:29](=[CH:30][C:31]([O:37][CH3:38])=[C:32]([O:35][CH3:36])[CH:33]=2)[CH2:28][CH2:27][N:26]1[CH2:39][CH3:40])[CH3:2].[C:41](Cl)(=O)[C:42](Cl)=O.[CH3:47][N:48]([CH3:51])[CH:49]=O. (2) The catalyst class is: 4. Product: [S:14]1[C:18]2[CH:19]=[CH:20][CH:21]=[CH:22][C:17]=2[CH:16]=[C:15]1[C:23]([NH:25][C@H:26]([C:31]([NH:1][CH2:2][CH2:3][CH2:4][N:5]([CH3:13])[C:6](=[O:12])[O:7][C:8]([CH3:10])([CH3:9])[CH3:11])=[O:32])[CH2:27][CH:28]([CH3:29])[CH3:30])=[O:24]. Reactant: [NH2:1][CH2:2][CH2:3][CH2:4][N:5]([CH3:13])[C:6](=[O:12])[O:7][C:8]([CH3:11])([CH3:10])[CH3:9].[S:14]1[C:18]2[CH:19]=[CH:20][CH:21]=[CH:22][C:17]=2[CH:16]=[C:15]1[C:23]([NH:25][C@H:26]([C:31](O)=[O:32])[CH2:27][CH:28]([CH3:30])[CH3:29])=[O:24].ON1C(=O)C2C=CC=CC=2N=N1.CN1CCOCC1.CCN=C=NCCCN(C)C.Cl. (3) Reactant: [NH2:1][C:2]1[CH:7]=[CH:6][C:5]([C:8]2[C:9]([NH2:24])=[N:10][C:11]([NH2:23])=[N:12][C:13]=2[CH2:14][O:15][CH2:16][C:17]2[CH:22]=[CH:21][CH:20]=[CH:19][CH:18]=2)=[CH:4][C:3]=1Br.C([O-])([O-])=O.[Cs+].[Cs+].B(CC)(CC)[CH2:33][CH3:34].CCCCCC. Product: [NH2:1][C:2]1[CH:7]=[CH:6][C:5]([C:8]2[C:9]([NH2:24])=[N:10][C:11]([NH2:23])=[N:12][C:13]=2[CH2:14][O:15][CH2:16][C:17]2[CH:22]=[CH:21][CH:20]=[CH:19][CH:18]=2)=[CH:4][C:3]=1[CH2:33][CH3:34]. The catalyst class is: 151. (4) Reactant: [N:1]1([CH2:7][CH2:8][CH2:9][O:10][C:11]2[CH:16]=[CH:15][C:14]([N:17]3[CH2:22][CH2:21][NH:20][CH2:19][CH2:18]3)=[CH:13][CH:12]=2)[CH2:6][CH2:5][CH2:4][CH2:3][CH2:2]1.[C:23](Cl)(Cl)=[O:24].C(N(CC)CC)C.[N:34]1([C:40]([O:42][C:43]([CH3:46])([CH3:45])[CH3:44])=[O:41])[CH2:39][CH2:38][NH:37][CH2:36][CH2:35]1. Product: [N:1]1([CH2:7][CH2:8][CH2:9][O:10][C:11]2[CH:16]=[CH:15][C:14]([N:17]3[CH2:18][CH2:19][N:20]([C:23]([N:37]4[CH2:38][CH2:39][N:34]([C:40]([O:42][C:43]([CH3:46])([CH3:45])[CH3:44])=[O:41])[CH2:35][CH2:36]4)=[O:24])[CH2:21][CH2:22]3)=[CH:13][CH:12]=2)[CH2:6][CH2:5][CH2:4][CH2:3][CH2:2]1. The catalyst class is: 426.